Dataset: Peptide-MHC class I binding affinity with 185,985 pairs from IEDB/IMGT. Task: Regression. Given a peptide amino acid sequence and an MHC pseudo amino acid sequence, predict their binding affinity value. This is MHC class I binding data. (1) The peptide sequence is KARNIISPV. The MHC is HLA-B39:01 with pseudo-sequence HLA-B39:01. The binding affinity (normalized) is 0.0847. (2) The peptide sequence is LTAAHALAV. The MHC is Mamu-A01 with pseudo-sequence Mamu-A01. The binding affinity (normalized) is 0.529.